This data is from Full USPTO retrosynthesis dataset with 1.9M reactions from patents (1976-2016). The task is: Predict the reactants needed to synthesize the given product. (1) Given the product [OH:24][C@H:23]1[CH2:22][CH2:21][N:20]([C:2]2[CH:9]=[CH:8][C:5]([C:6]#[N:7])=[CH:4][C:3]=2[C:10]([F:13])([F:12])[F:11])[C@H:19]1[CH3:18], predict the reactants needed to synthesize it. The reactants are: F[C:2]1[CH:9]=[CH:8][C:5]([C:6]#[N:7])=[CH:4][C:3]=1[C:10]([F:13])([F:12])[F:11].CS(C)=O.[CH3:18][C@H:19]1[C@@H:23]([OH:24])[CH2:22][CH2:21][NH:20]1.C(=O)([O-])[O-].[Li+].[Li+]. (2) Given the product [F:1][C:2]1[CH:10]=[C:9]2[C:5]([C:6]([C:14](=[O:18])[C:15]([O:21][CH3:20])=[O:16])=[C:7]([CH3:11])[NH:8]2)=[CH:4][C:3]=1[O:12][CH3:13], predict the reactants needed to synthesize it. The reactants are: [F:1][C:2]1[CH:10]=[C:9]2[C:5]([CH:6]=[C:7]([CH3:11])[NH:8]2)=[CH:4][C:3]=1[O:12][CH3:13].[C:14](Cl)(=[O:18])[C:15](Cl)=[O:16].[CH3:20][OH:21]. (3) Given the product [CH:10]1([S:9][C:5]2[N:4]=[C:3]([CH2:2][O:28][C:24]3[C:23]([F:29])=[CH:22][C:21]([CH:19]4[CH2:20][CH:18]4[C:16]([OH:17])=[O:15])=[CH:26][C:25]=3[F:27])[CH:8]=[CH:7][CH:6]=2)[CH2:13][CH2:12][CH2:11]1, predict the reactants needed to synthesize it. The reactants are: Cl[CH2:2][C:3]1[CH:8]=[CH:7][CH:6]=[C:5]([S:9][CH:10]2[CH2:13][CH2:12][CH2:11]2)[N:4]=1.C[O:15][C:16]([CH:18]1[CH2:20][CH:19]1[C:21]1[CH:26]=[C:25]([F:27])[C:24]([OH:28])=[C:23]([F:29])[CH:22]=1)=[O:17]. (4) The reactants are: [CH3:1][O:2][CH2:3][CH2:4][O:5][C:6]1[CH:11]=[C:10]([O:12][C:13]2[CH:18]=[CH:17][C:16]([C:19]([F:22])([F:21])[F:20])=[CH:15][N:14]=2)[CH:9]=[CH:8][C:7]=1[CH2:23][CH2:24][CH2:25][OH:26].O[C:28]1[CH:32]=[C:31]([CH2:33][CH2:34][C:35]([O:37]CC)=[O:36])[N:30]([CH3:40])[N:29]=1.C(P(CCCC)CCCC)CCC.N(C(N1CCCCC1)=O)=NC(N1CCCCC1)=O.O1CCCC1CO.[OH-].[Na+].Cl. Given the product [CH3:1][O:2][CH2:3][CH2:4][O:5][C:6]1[CH:11]=[C:10]([O:12][C:13]2[CH:18]=[CH:17][C:16]([C:19]([F:20])([F:21])[F:22])=[CH:15][N:14]=2)[CH:9]=[CH:8][C:7]=1[CH2:23][CH2:24][CH2:25][O:26][C:28]1[CH:32]=[C:31]([CH2:33][CH2:34][C:35]([OH:37])=[O:36])[N:30]([CH3:40])[N:29]=1, predict the reactants needed to synthesize it. (5) Given the product [F:38][C:15]1[CH:16]=[C:17]([NH:20][C:21]([N:23]2[CH2:24][CH2:25][N:26]([C:29](=[O:37])[C:30]3[CH:35]=[CH:34][CH:33]=[C:32]([F:36])[CH:31]=3)[CH2:27][CH2:28]2)=[O:22])[CH:18]=[CH:19][C:14]=1[N:11]1[CH2:10][CH2:9][NH:8][CH2:13][CH2:12]1, predict the reactants needed to synthesize it. The reactants are: C(OC([N:8]1[CH2:13][CH2:12][N:11]([C:14]2[CH:19]=[CH:18][C:17]([NH:20][C:21]([N:23]3[CH2:28][CH2:27][N:26]([C:29](=[O:37])[C:30]4[CH:35]=[CH:34][CH:33]=[C:32]([F:36])[CH:31]=4)[CH2:25][CH2:24]3)=[O:22])=[CH:16][C:15]=2[F:38])[CH2:10][CH2:9]1)=O)(C)(C)C.Cl.O1CCOCC1. (6) Given the product [F:63][C:62]([F:65])([F:64])[C:60]([OH:66])=[O:61].[CH3:30][O:29][C:26]1[N:25]=[CH:24][C:23]([NH:22][C:21]2[C:16]([C:11]3[N:12]=[C:13]([CH3:15])[N:14]=[C:9]([NH2:8])[N:10]=3)=[CH:17][C:18]([C:31]3([N:33]4[CH2:38][CH2:37][N:36]([S:39]([CH3:42])(=[O:40])=[O:41])[CH2:35][CH2:34]4)[CH2:55][CH2:54]3)=[CH:19][N:20]=2)=[CH:28][CH:27]=1, predict the reactants needed to synthesize it. The reactants are: COC1C=CC(C[N:8](CC2C=CC(OC)=CC=2)[C:9]2[N:14]=[C:13]([CH3:15])[N:12]=[C:11]([C:16]3[CH:17]=[C:18]([C:31]([N:33]4[CH2:38][CH2:37][N:36]([S:39]([CH3:42])(=[O:41])=[O:40])[CH2:35][CH2:34]4)=O)[CH:19]=[N:20][C:21]=3[NH:22][C:23]3[CH:24]=[N:25][C:26]([O:29][CH3:30])=[CH:27][CH:28]=3)[N:10]=2)=CC=1.[CH2:54]([Mg]Br)[CH3:55].[OH-].[Na+].[C:60]([OH:66])([C:62]([F:65])([F:64])[F:63])=[O:61].